From a dataset of Full USPTO retrosynthesis dataset with 1.9M reactions from patents (1976-2016). Predict the reactants needed to synthesize the given product. (1) Given the product [Cl:32][C:27]1[CH:26]=[C:25]([C:24]2[N:10]([C:6]3[CH:7]=[CH:8][CH:9]=[C:4]([C:2]#[N:3])[CH:5]=3)[N:11]=[C:22]([C:33]([O:35][CH2:36][CH3:37])=[O:34])[CH:23]=2)[CH:30]=[CH:29][CH:28]=1, predict the reactants needed to synthesize it. The reactants are: Cl.[C:2]([C:4]1[CH:5]=[C:6]([NH:10][NH2:11])[CH:7]=[CH:8][CH:9]=1)#[N:3].ClC1C=C(N2[C:24]([C:25]3[CH:30]=[C:29](F)[CH:28]=[C:27]([Cl:32])[CH:26]=3)=[CH:23][C:22]([C:33]([O:35][CH2:36][CH3:37])=[O:34])=N2)C=CC=1F. (2) Given the product [CH:1]1([O:4][C:5]2[CH:14]=[C:13]3[C:8]([C:9]([CH3:19])=[CH:10][C:11](=[O:18])[N:12]3[CH2:15][CH2:16][N:42]3[CH2:43][CH2:44][CH:39]([N:31]([CH2:30][C:28]4[CH:27]=[CH:26][C:25]5[O:20][CH2:21][CH2:22][O:23][C:24]=5[CH:29]=4)[C:32](=[O:38])[O:33][C:34]([CH3:36])([CH3:35])[CH3:37])[CH2:40][CH2:41]3)=[CH:7][CH:6]=2)[CH2:3][CH2:2]1, predict the reactants needed to synthesize it. The reactants are: [CH:1]1([O:4][C:5]2[CH:14]=[C:13]3[C:8]([C:9]([CH3:19])=[CH:10][C:11](=[O:18])[N:12]3[CH2:15][CH:16]=O)=[CH:7][CH:6]=2)[CH2:3][CH2:2]1.[O:20]1[C:25]2[CH:26]=[CH:27][C:28]([CH2:30][N:31]([CH:39]3[CH2:44][CH2:43][NH:42][CH2:41][CH2:40]3)[C:32](=[O:38])[O:33][C:34]([CH3:37])([CH3:36])[CH3:35])=[CH:29][C:24]=2[O:23][CH2:22][CH2:21]1.C(O[BH-](OC(=O)C)OC(=O)C)(=O)C.[Na+].C(=O)([O-])O.[Na+]. (3) Given the product [N+:15]([C:8]1[CH:9]=[C:10]([CH:13]=[CH:14][C:7]=1[CH:18]=[CH2:19])[C:11]#[N:12])([O-:17])=[O:16], predict the reactants needed to synthesize it. The reactants are: CN(C)C=O.Cl[C:7]1[CH:14]=[CH:13][C:10]([C:11]#[N:12])=[CH:9][C:8]=1[N+:15]([O-:17])=[O:16].[CH2:18](C([Sn])=C(CCCC)CCCC)[CH2:19]CC. (4) Given the product [N:22]1[CH:27]=[CH:26][C:25]([C:2]2[N:3]=[C:4]([C:18]([F:21])([F:20])[F:19])[CH:5]=[C:6]([C:8]3[CH:13]=[CH:12][C:11]([C:14]([F:17])([F:16])[F:15])=[CH:10][CH:9]=3)[N:7]=2)=[CH:24][CH:23]=1, predict the reactants needed to synthesize it. The reactants are: Cl[C:2]1[N:7]=[C:6]([C:8]2[CH:13]=[CH:12][C:11]([C:14]([F:17])([F:16])[F:15])=[CH:10][CH:9]=2)[CH:5]=[C:4]([C:18]([F:21])([F:20])[F:19])[N:3]=1.[N:22]1[CH:27]=[CH:26][C:25](B(O)O)=[CH:24][CH:23]=1. (5) Given the product [Cl:37][C:12]1[CH:11]=[C:10]([C:5]2[CH:6]=[CH:7][CH:8]=[CH:9][C:4]=2[CH2:3][CH2:2][NH:1][C:45]([O:46][CH2:47][CH3:48])=[O:49])[CH:15]=[CH:14][C:13]=1[C@H:16]1[C@H:21]([C:22]2[CH:27]=[CH:26][N:25]([CH3:28])[C:24](=[O:29])[CH:23]=2)[CH2:20][CH2:19][N:18]([C:30]([O:32][C:33]([CH3:34])([CH3:36])[CH3:35])=[O:31])[CH2:17]1, predict the reactants needed to synthesize it. The reactants are: [NH2:1][CH2:2][CH2:3][C:4]1[CH:9]=[CH:8][CH:7]=[CH:6][C:5]=1[C:10]1[CH:15]=[CH:14][C:13]([C@H:16]2[C@H:21]([C:22]3[CH:27]=[CH:26][N:25]([CH3:28])[C:24](=[O:29])[CH:23]=3)[CH2:20][CH2:19][N:18]([C:30]([O:32][C:33]([CH3:36])([CH3:35])[CH3:34])=[O:31])[CH2:17]2)=[C:12]([Cl:37])[CH:11]=1.CCN(CC)CC.[C:45](Cl)(=[O:49])[O:46][CH2:47][CH3:48].